Dataset: Full USPTO retrosynthesis dataset with 1.9M reactions from patents (1976-2016). Task: Predict the reactants needed to synthesize the given product. (1) Given the product [O:1]1[CH2:6][CH2:5][N:4]([C:7]2[CH:8]=[CH:9][C:10]([C:13]3[NH:36][C:16]4[N:17]=[CH:18][N:19]=[C:20]([C:21]5[CH:22]=[CH:23][C:24]([O:29][CH:30]6[CH2:35][CH2:34][NH:33][CH2:32][CH2:31]6)=[C:25]([CH:28]=5)[C:26]#[N:27])[C:15]=4[CH:14]=3)=[CH:11][CH:12]=2)[CH2:3][CH2:2]1, predict the reactants needed to synthesize it. The reactants are: [O:1]1[CH2:6][CH2:5][N:4]([C:7]2[CH:12]=[CH:11][C:10]([C:13]3[N:36](S(C4C=CC=CC=4)(=O)=O)[C:16]4[N:17]=[CH:18][N:19]=[C:20]([C:21]5[CH:22]=[CH:23][C:24]([O:29][CH:30]6[CH2:35][CH2:34][NH:33][CH2:32][CH2:31]6)=[C:25]([CH:28]=5)[C:26]#[N:27])[C:15]=4[CH:14]=3)=[CH:9][CH:8]=2)[CH2:3][CH2:2]1.C([O-])([O-])=O.[Cs+].[Cs+].O. (2) Given the product [CH3:35][O:36][C:37]1[C:42]2[N:43]=[C:44]([NH:46][C:6](=[O:8])[C:5]3[CH:9]=[CH:10][C:2]([CH3:1])=[N:3][CH:4]=3)[S:45][C:41]=2[C:40]([CH:47]2[CH2:52][CH2:51][O:50][CH2:49][CH2:48]2)=[CH:39][CH:38]=1, predict the reactants needed to synthesize it. The reactants are: [CH3:1][C:2]1[CH:10]=[CH:9][C:5]([C:6]([OH:8])=O)=[CH:4][N:3]=1.CN(C(ON1N=NC2C=CC=NC1=2)=[N+](C)C)C.F[P-](F)(F)(F)(F)F.[CH3:35][O:36][C:37]1[C:42]2[N:43]=[C:44]([NH2:46])[S:45][C:41]=2[C:40]([CH:47]2[CH2:52][CH2:51][O:50][CH2:49][CH2:48]2)=[CH:39][CH:38]=1.